This data is from CYP2D6 inhibition data for predicting drug metabolism from PubChem BioAssay. The task is: Regression/Classification. Given a drug SMILES string, predict its absorption, distribution, metabolism, or excretion properties. Task type varies by dataset: regression for continuous measurements (e.g., permeability, clearance, half-life) or binary classification for categorical outcomes (e.g., BBB penetration, CYP inhibition). Dataset: cyp2d6_veith. (1) The compound is CCOC(=O)c1nnn(-c2nonc2N)c1-c1ccc(C)cc1. The result is 0 (non-inhibitor). (2) The molecule is COc1ccccc1CNc1ccnc(-c2ccc3c(c2)OCO3)n1. The result is 1 (inhibitor). (3) The compound is N#Cc1ccc(CN2CC3(CCNCC3)C2)cc1. The result is 0 (non-inhibitor). (4) The drug is C[C@@H]1C[C@@H]2[C@@H]3C[C@H](F)C4=CC(=O)C=C[C@]4(C)[C@]3(F)[C@@H](O)C[C@]2(C)[C@]1(CC(=O)CO)C(=O)SCF. The result is 0 (non-inhibitor). (5) The molecule is CC(=O)OC[C@@H]1O[C@H](C/C=N\O[C@@H](C)c2cc(-c3c(C)cc(C)cc3C)no2)C=C[C@@H]1OC(C)=O. The result is 0 (non-inhibitor). (6) The drug is NC(N)=Nc1ccc2[nH]c3c(c2c1)C[C@]1(O)[C@@H]2Cc4ccc(O)c5c4[C@]1(CCN2CC1CC1)[C@H]3O5.O=C(O)C(F)(F)F.O=C(O)C(F)(F)F. The result is 0 (non-inhibitor). (7) The compound is O=[N+]([O-])c1ccc(C2CCCC/C2=N/OCc2ccccc2F)c([N+](=O)[O-])c1. The result is 0 (non-inhibitor). (8) The drug is O=C(Cc1ccccc1)NC(Nc1cccc2ccccc12)C(Cl)(Cl)Cl. The result is 0 (non-inhibitor). (9) The molecule is OC[C@@H]1O[C@H](n2cnc3c(/C=C(\O)c4ccccc4)ncnc32)[C@H](O)[C@@H]1O. The result is 0 (non-inhibitor).